This data is from Full USPTO retrosynthesis dataset with 1.9M reactions from patents (1976-2016). The task is: Predict the reactants needed to synthesize the given product. (1) Given the product [N:25]1([CH2:30][CH2:31][CH2:32][NH:33][C:19](=[O:20])[C:18]2[CH:22]=[CH:23][C:15]([N:12]3[C:13]([OH:14])=[C:9]([C:6]4[CH:7]=[CH:8][C:3]([C:1]#[N:2])=[CH:4][C:5]=4[CH3:24])[CH:10]=[N:11]3)=[N:16][CH:17]=2)[CH:29]=[CH:28][N:27]=[CH:26]1, predict the reactants needed to synthesize it. The reactants are: [C:1]([C:3]1[CH:8]=[CH:7][C:6]([C:9]2[CH:10]=[N:11][N:12]([C:15]3[CH:23]=[CH:22][C:18]([C:19](O)=[O:20])=[CH:17][N:16]=3)[C:13]=2[OH:14])=[C:5]([CH3:24])[CH:4]=1)#[N:2].[N:25]1([CH2:30][CH2:31][CH2:32][NH2:33])[CH:29]=[CH:28][N:27]=[CH:26]1. (2) Given the product [O:12]=[CH:13][CH2:14][CH:15]1[CH2:17][CH:16]1[C:18]1[C:26]2[C:21](=[CH:22][CH:23]=[C:24]([C:27]#[N:28])[CH:25]=2)[N:20]([S:29]([C:32]2[CH:37]=[CH:36][C:35]([CH3:38])=[CH:34][CH:33]=2)(=[O:31])=[O:30])[CH:19]=1, predict the reactants needed to synthesize it. The reactants are: C(Cl)(=O)C(Cl)=O.CN(C=O)C.[OH:12][CH2:13][CH2:14][CH:15]1[CH2:17][CH:16]1[C:18]1[C:26]2[C:21](=[CH:22][CH:23]=[C:24]([C:27]#[N:28])[CH:25]=2)[N:20]([S:29]([C:32]2[CH:37]=[CH:36][C:35]([CH3:38])=[CH:34][CH:33]=2)(=[O:31])=[O:30])[CH:19]=1.C(N(CC)CC)C. (3) Given the product [ClH:35].[ClH:35].[NH2:8][C:9]([CH3:34])([CH3:33])[C:10]([O:12][C:13]1[CH:18]=[C:17]([F:19])[CH:16]=[CH:15][C:14]=1/[CH:20]=[C:21]1\[C:22](=[O:32])[N:23]=[C:24]([N:26]2[CH2:31][CH2:30][CH2:29][CH2:28][NH:27]2)[S:25]\1)=[O:11], predict the reactants needed to synthesize it. The reactants are: C(OC([NH:8][C:9]([CH3:34])([CH3:33])[C:10]([O:12][C:13]1[CH:18]=[C:17]([F:19])[CH:16]=[CH:15][C:14]=1/[CH:20]=[C:21]1\[C:22](=[O:32])[N:23]=[C:24]([N:26]2[CH2:31][CH2:30][CH2:29][CH2:28][NH:27]2)[S:25]\1)=[O:11])=O)(C)(C)C.[ClH:35]. (4) Given the product [C:1]([S:5][CH2:6][C:7]1[N:12]=[CH:11][C:10]([CH2:13][NH:14][C:15]2[C:25]3[CH2:24][CH2:23][NH:22][CH2:21][CH2:20][C:19]=3[CH:18]=[CH:17][C:16]=2[Cl:32])=[CH:9][CH:8]=1)([CH3:4])([CH3:2])[CH3:3], predict the reactants needed to synthesize it. The reactants are: [C:1]([S:5][CH2:6][C:7]1[N:12]=[CH:11][C:10]([CH2:13][NH:14][C:15]2[C:25]3[CH2:24][CH2:23][N:22](C(=O)C(F)(F)F)[CH2:21][CH2:20][C:19]=3[CH:18]=[CH:17][C:16]=2[Cl:32])=[CH:9][CH:8]=1)([CH3:4])([CH3:3])[CH3:2].C(=O)([O-])[O-].[K+].[K+]. (5) Given the product [C:26]1([S:32]([N:1]2[C:9]3[C:4](=[C:5]([O:10][CH2:11][C@@H:12]4[CH2:16][CH2:15][CH2:14][N:13]4[C:17]([O:19][C:20]([CH3:23])([CH3:22])[CH3:21])=[O:18])[CH:6]=[CH:7][CH:8]=3)[CH:3]=[CH:2]2)(=[O:34])=[O:33])[CH:31]=[CH:30][CH:29]=[CH:28][CH:27]=1, predict the reactants needed to synthesize it. The reactants are: [NH:1]1[C:9]2[C:4](=[C:5]([O:10][CH2:11][C@@H:12]3[CH2:16][CH2:15][CH2:14][N:13]3[C:17]([O:19][C:20]([CH3:23])([CH3:22])[CH3:21])=[O:18])[CH:6]=[CH:7][CH:8]=2)[CH:3]=[CH:2]1.[H-].[Na+].[C:26]1([S:32](Cl)(=[O:34])=[O:33])[CH:31]=[CH:30][CH:29]=[CH:28][CH:27]=1. (6) Given the product [CH:22]1([N:20]([CH3:21])[C:18]([N:16]2[CH:17]=[C:13]([C:10]3[CH:11]=[CH:12][C:7]([NH:4][S:1](=[O:3])(=[O:2])[NH2:5])=[CH:8][CH:9]=3)[N:14]=[CH:15]2)=[O:19])[CH2:23][CH2:24][CH2:25][CH2:26][CH2:27]1, predict the reactants needed to synthesize it. The reactants are: [S:1]([NH2:5])([NH2:4])(=[O:3])=[O:2].N[C:7]1[CH:12]=[CH:11][C:10]([C:13]2[N:14]=[CH:15][N:16]([C:18]([N:20]([CH:22]3[CH2:27][CH2:26][CH2:25][CH2:24][CH2:23]3)[CH3:21])=[O:19])[CH:17]=2)=[CH:9][CH:8]=1.